From a dataset of Peptide-MHC class I binding affinity with 185,985 pairs from IEDB/IMGT. Regression. Given a peptide amino acid sequence and an MHC pseudo amino acid sequence, predict their binding affinity value. This is MHC class I binding data. (1) The peptide sequence is EELRSLFNTV. The MHC is HLA-A26:01 with pseudo-sequence HLA-A26:01. The binding affinity (normalized) is 0.0847. (2) The peptide sequence is RQTALFLL. The MHC is Mamu-B08 with pseudo-sequence Mamu-B08. The binding affinity (normalized) is 0.587. (3) The peptide sequence is TKTTSDYQDSDVSQ. The MHC is Mamu-B03 with pseudo-sequence Mamu-B03. The binding affinity (normalized) is 0. (4) The peptide sequence is DVGCLLTDTI. The MHC is HLA-A02:06 with pseudo-sequence HLA-A02:06. The binding affinity (normalized) is 0.149. (5) The peptide sequence is VMWAGPWSS. The MHC is HLA-A69:01 with pseudo-sequence HLA-A69:01. The binding affinity (normalized) is 0.0847.